This data is from Full USPTO retrosynthesis dataset with 1.9M reactions from patents (1976-2016). The task is: Predict the reactants needed to synthesize the given product. (1) Given the product [CH3:14][NH:1][C:2]1[CH:3]=[C:4]([CH:11]=[CH:12][CH:13]=1)[C:5]([O:7][CH2:8][CH:9]=[CH2:10])=[O:6], predict the reactants needed to synthesize it. The reactants are: [NH2:1][C:2]1[CH:3]=[C:4]([CH:11]=[CH:12][CH:13]=1)[C:5]([O:7][CH2:8][CH:9]=[CH2:10])=[O:6].[CH:14](OCC)(OCC)OCC. (2) Given the product [CH2:1]([O:3][C:4]([CH:6]1[CH2:8][CH:7]1[CH2:9][C:10]1[N:18]2[C:13]([C:14]([NH2:19])=[N:15][CH:16]=[N:17]2)=[C:12]([Br:20])[CH:11]=1)=[O:5])[CH3:2], predict the reactants needed to synthesize it. The reactants are: [CH2:1]([O:3][C:4]([CH:6]1[CH2:8][CH:7]1[CH2:9][C:10]1[N:18]2[C:13]([C:14]([NH2:19])=[N:15][CH:16]=[N:17]2)=[CH:12][CH:11]=1)=[O:5])[CH3:2].[Br:20]C1C(=O)C(C)(C)C(Br)C1=O. (3) Given the product [NH:8]1[C:9]2[C:5](=[CH:4][C:3]([C:1]#[N:2])=[CH:11][CH:10]=2)[CH2:6][CH2:7]1, predict the reactants needed to synthesize it. The reactants are: [C:1]([C:3]1[CH:4]=[C:5]2[C:9](=[CH:10][CH:11]=1)[NH:8][CH:7]=[CH:6]2)#[N:2].C([SiH](CC)CC)C. (4) Given the product [CH3:1][O:2][C:3]([C:5]1[CH:6]=[CH:7][C:8]([C:11]2[C:12]([CH3:48])([CH3:49])[C@H:13]3[C@:26]([CH3:29])([CH2:27][CH:28]=2)[C@@H:25]2[C@:16]([CH3:47])([C@@:17]4([CH3:46])[C:22](=[CH:23][CH2:24]2)[C@H:21]2[C@:20]([C:36]([O:38][Si:39]([C:42]([CH3:44])([CH3:43])[CH3:45])([CH3:41])[CH3:40])=[O:37])([CH2:32][CH2:31][C:33]([CH3:34])([CH3:35])[CH2:30]2)[CH2:19][CH2:18]4)[CH2:15][CH2:14]3)=[CH:9][CH:10]=1)=[O:4], predict the reactants needed to synthesize it. The reactants are: [CH3:1][O:2][C:3]([C:5]1[CH:10]=[CH:9][C:8]([C:11]2[C:12]([CH3:49])([CH3:48])[CH:13]3[C:26]([CH3:29])([CH2:27][CH:28]=2)[CH:25]2[C:16]([CH3:47])([C:17]4([CH3:46])[CH:22]([CH2:23][CH2:24]2)[CH:21]2[CH:30]([C:33]([CH3:35])=[CH2:34])[CH2:31][CH2:32][C:20]2([C:36]([O:38][Si:39]([C:42]([CH3:45])([CH3:44])[CH3:43])([CH3:41])[CH3:40])=[O:37])[CH2:19][CH2:18]4)[CH2:15][CH2:14]3)=[CH:7][CH:6]=1)=[O:4]. (5) Given the product [N:4]1[CH:5]=[CH:6][CH:7]=[C:2]([O:1][C:9]2[CH:14]=[CH:13][C:12]([C:15](=[O:17])[CH3:16])=[CH:11][CH:10]=2)[CH:3]=1, predict the reactants needed to synthesize it. The reactants are: [OH:1][C:2]1[CH:3]=[N:4][CH:5]=[CH:6][CH:7]=1.F[C:9]1[CH:14]=[CH:13][C:12]([C:15](=[O:17])[CH3:16])=[CH:11][CH:10]=1.C1OCCOCCOCCOCCOCCOC1.C([O-])([O-])=O.[K+].[K+].